Predict the reaction yield, written as a fraction of the theoretical maximum amount of product (1.0 means a 100% yield; for example, 0.34 means a 34% yield). From a dataset of Reaction yield outcomes from USPTO patents with 853,638 reactions. (1) The yield is 0.527. The product is [OH:1][CH2:2][CH2:3][N:4]([CH2:12][CH2:13][N:14]1[CH2:19][CH2:18][S:17][C:16]2[CH:20]=[C:21]([NH:24][C:33]([C:29]3[S:28][CH:32]=[CH:31][CH:30]=3)=[NH:34])[CH:22]=[CH:23][C:15]1=2)[C:5](=[O:11])[O:6][C:7]([CH3:10])([CH3:9])[CH3:8]. The reactants are [OH:1][CH2:2][CH2:3][N:4]([CH2:12][CH2:13][N:14]1[CH2:19][CH2:18][S:17][C:16]2[CH:20]=[C:21]([N+:24]([O-])=O)[CH:22]=[CH:23][C:15]1=2)[C:5](=[O:11])[O:6][C:7]([CH3:10])([CH3:9])[CH3:8].I.[S:28]1[CH:32]=[CH:31][CH:30]=[C:29]1[C:33](SC)=[NH:34].CO.C(Cl)Cl.N. The catalyst is [Pd].CO.C(Cl)Cl. (2) The reactants are [CH3:1][S:2]([C:5]1[CH:6]=[CH:7][C:8]([C@@H:11]([OH:21])[C@H:12]([NH:15][C:16]([CH:18]([Cl:20])[Cl:19])=[O:17])[CH2:13][F:14])=[CH:9][CH:10]=1)(=[O:4])=[O:3].C(N(C(C)C)CC)(C)C.[Br:31][CH2:32][CH2:33][CH2:34][C:35](Cl)=[O:36]. The catalyst is O1CCCC1.C(OCC)(=O)C. The product is [Cl:19][CH:18]([Cl:20])[C:16]([NH:15][CH:12]([CH2:13][F:14])[CH:11]([O:21][C:35](=[O:36])[CH2:34][CH2:33][CH2:32][Br:31])[C:8]1[CH:7]=[CH:6][C:5]([S:2]([CH3:1])(=[O:4])=[O:3])=[CH:10][CH:9]=1)=[O:17]. The yield is 0.450. (3) The reactants are [C:1]([O:5][C:6](=[O:18])[CH2:7][CH2:8][C:9]1[CH:14]=[CH:13][C:12]([OH:15])=[CH:11][C:10]=1[CH2:16][NH2:17])([CH3:4])([CH3:3])[CH3:2].C(N(CC)CC)C.Cl[C:27]([O:29][CH:30]([CH3:32])[CH3:31])=[O:28]. The catalyst is C(Cl)Cl.ClC(OC(C)C)=O. The product is [C:1]([O:5][C:6](=[O:18])[CH2:7][CH2:8][C:9]1[CH:14]=[CH:13][C:12]([OH:15])=[CH:11][C:10]=1[CH2:16][NH:17][C:27]([O:29][CH:30]([CH3:32])[CH3:31])=[O:28])([CH3:4])([CH3:2])[CH3:3]. The yield is 0.943. (4) The reactants are CN(C(ON1N=NC2C=CC=NC1=2)=[N+](C)C)C.F[P-](F)(F)(F)(F)F.[CH2:25]([O:27][C:28]([CH:30]1[CH2:34][CH2:33][CH:32]([CH2:35][N:36]([CH2:41][C:42]([OH:44])=O)[C:37]([O:39][CH3:40])=[O:38])[NH:31]1)=[O:29])[CH3:26].CN1CCOCC1. The catalyst is CN(C)C=O. The product is [CH3:40][O:39][C:37]([N:36]1[CH2:41][C:42](=[O:44])[N:31]2[CH:30]([C:28]([O:27][CH2:25][CH3:26])=[O:29])[CH2:34][CH2:33][CH:32]2[CH2:35]1)=[O:38]. The yield is 0.760. (5) The reactants are C([Li])CCC.CC1(C)CCCC(C)(C)N1.[F:16][C:17]1[CH:22]=[CH:21][CH:20]=[CH:19][C:18]=1[C:23]1[C:24]([C:29]#[N:30])=[CH:25][CH:26]=[CH:27][CH:28]=1.[B:31](OC)([O:34]C)[O:32]C.Cl. The catalyst is C1COCC1. The product is [C:29]([C:24]1[CH:25]=[CH:26][CH:27]=[CH:28][C:23]=1[C:18]1[CH:19]=[CH:20][CH:21]=[C:22]([B:31]([OH:34])[OH:32])[C:17]=1[F:16])#[N:30]. The yield is 0.670. (6) The reactants are [C:1]([C:3]1([C:6]2[CH:7]=[C:8]([CH:12]=[CH:13][CH:14]=2)[C:9]([OH:11])=O)[CH2:5][CH2:4]1)#[N:2].C(Cl)(=O)C(Cl)=O.O1CCCC1.[NH2:26][C:27]1[C:28]([F:50])=[CH:29][C:30]([Cl:49])=[C:31]([CH:48]=1)[O:32][C:33]1[CH:34]=[CH:35][C:36]2[N:37]([CH:39]=[C:40]([NH:42][C:43]([CH:45]3[CH2:47][CH2:46]3)=[O:44])[N:41]=2)[N:38]=1. The catalyst is CN(C)C=O.CN1CCCC1=O. The product is [Cl:49][C:30]1[C:31]([O:32][C:33]2[CH:34]=[CH:35][C:36]3[N:37]([CH:39]=[C:40]([NH:42][C:43]([CH:45]4[CH2:46][CH2:47]4)=[O:44])[N:41]=3)[N:38]=2)=[CH:48][C:27]([NH:26][C:9](=[O:11])[C:8]2[CH:12]=[CH:13][CH:14]=[C:6]([C:3]3([C:1]#[N:2])[CH2:4][CH2:5]3)[CH:7]=2)=[C:28]([F:50])[CH:29]=1. The yield is 0.730.